Dataset: Reaction yield outcomes from USPTO patents with 853,638 reactions. Task: Predict the reaction yield, written as a fraction of the theoretical maximum amount of product (1.0 means a 100% yield; for example, 0.34 means a 34% yield). (1) The reactants are [F:1][C:2]1([F:23])[CH2:7][CH2:6][CH:5]([CH2:8][CH:9]=[C:10]([O:15][Si](CC)(CC)CC)[C:11]([F:14])([F:13])[CH3:12])[CH2:4][CH2:3]1.[Br:24]Br.C(=O)([O-])O.[Na+].S([O-])([O-])(=O)=S.[Na+].[Na+]. The catalyst is ClCCl. The product is [Br:24][CH:9]([C:10](=[O:15])[C:11]([F:14])([F:13])[CH3:12])[CH2:8][CH:5]1[CH2:6][CH2:7][C:2]([F:23])([F:1])[CH2:3][CH2:4]1. The yield is 0.970. (2) The reactants are [Cl:1][C:2]1[C:7]([C:8]([N:10]([CH3:12])[CH3:11])=[O:9])=[C:6]([OH:13])[C:5]([N+:14]([O-])=O)=[CH:4][CH:3]=1.[H][H].[CH2:19]([O:21][C:22]1[C:23](=O)[C:24](=[O:29])[C:25]=1[O:26]CC)[CH3:20]. The catalyst is CO.O.[Pt]=O. The product is [Cl:1][C:2]1[C:7]([C:8]([N:10]([CH3:12])[CH3:11])=[O:9])=[C:6]([OH:13])[C:5]([NH:14][C:23]2[C:24](=[O:29])[C:25](=[O:26])[C:22]=2[O:21][CH2:19][CH3:20])=[CH:4][CH:3]=1. The yield is 0.540. (3) The reactants are [Br:1][C:2]1[CH:3]=[C:4]([CH2:10][C:11]([O:13][CH2:14][CH3:15])=[O:12])[CH:5]=[C:6]([Cl:9])[C:7]=1[OH:8].C(=O)([O-])[O-].[K+].[K+].[F:22][C:23]([F:27])([F:26])[CH2:24]I. The catalyst is CN(C=O)C. The product is [Br:1][C:2]1[CH:3]=[C:4]([CH2:10][C:11]([O:13][CH2:14][CH3:15])=[O:12])[CH:5]=[C:6]([Cl:9])[C:7]=1[O:8][CH2:24][C:23]([F:27])([F:26])[F:22]. The yield is 0.300. (4) The reactants are [CH2:1]([C@@H:8]1[C@@H:16]([CH2:17][OH:18])[C@H:15]([CH3:19])[O:14][C:13](=[O:20])[C@@H:12]([NH:21][C:22](=[O:28])[O:23][C:24]([CH3:27])([CH3:26])[CH3:25])[CH2:11][O:10][CH2:9]1)[C:2]1[CH:7]=[CH:6][CH:5]=[CH:4][CH:3]=1.[C:29]1(O)[CH:34]=[CH:33][CH:32]=[CH:31][CH:30]=1.C1(P(C2C=CC=CC=2)C2C=CC=CC=2)C=CC=CC=1.N(/C(OC(C)C)=O)=N\C(OC(C)C)=O. The catalyst is C1COCC1. The product is [CH2:1]([C@@H:8]1[C@@H:16]([CH2:17][O:18][C:29]2[CH:34]=[CH:33][CH:32]=[CH:31][CH:30]=2)[C@H:15]([CH3:19])[O:14][C:13](=[O:20])[C@@H:12]([NH:21][C:22](=[O:28])[O:23][C:24]([CH3:27])([CH3:26])[CH3:25])[CH2:11][O:10][CH2:9]1)[C:2]1[CH:7]=[CH:6][CH:5]=[CH:4][CH:3]=1. The yield is 0.870. (5) The catalyst is O. The reactants are Br[C:2]1[CH:7]=[CH:6][CH:5]=[C:4](C)[C:3]=1[N+:9]([O-:11])=[O:10].[CH2:12]([NH2:15])[CH2:13][CH3:14].[CH3:16]CO. The yield is 0.990. The product is [CH3:16][C:6]1[CH:5]=[CH:4][C:3]([N+:9]([O-:11])=[O:10])=[C:2]([NH:15][CH2:12][CH2:13][CH3:14])[CH:7]=1. (6) The reactants are Cl[C:2]1[N:7]=[C:6]([C:8]2[N:12]3[CH:13]=[CH:14][CH:15]=[CH:16][C:11]3=[N:10][C:9]=2[C:17]2[CH:18]=[C:19]([CH:31]=[CH:32][CH:33]=2)[C:20]([NH:22][C:23]2[C:28]([F:29])=[CH:27][CH:26]=[CH:25][C:24]=2[F:30])=[O:21])[CH:5]=[CH:4][N:3]=1.[CH3:34][C:35]1[C:36]([CH:44]2[CH2:49][CH2:48][N:47]([CH2:50][CH2:51][CH3:52])[CH2:46][CH2:45]2)=[CH:37][C:38]([O:42][CH3:43])=[C:39]([CH:41]=1)[NH2:40].C1(C)C=CC(S(O)(=O)=O)=CC=1.C[O-].[Na+]. The catalyst is C(Cl)Cl.CC(O)C. The product is [F:30][C:24]1[CH:25]=[CH:26][CH:27]=[C:28]([F:29])[C:23]=1[NH:22][C:20](=[O:21])[C:19]1[CH:31]=[CH:32][CH:33]=[C:17]([C:9]2[N:10]=[C:11]3[CH:16]=[CH:15][CH:14]=[CH:13][N:12]3[C:8]=2[C:6]2[CH:5]=[CH:4][N:3]=[C:2]([NH:40][C:39]3[CH:41]=[C:35]([CH3:34])[C:36]([CH:44]4[CH2:49][CH2:48][N:47]([CH2:50][CH2:51][CH3:52])[CH2:46][CH2:45]4)=[CH:37][C:38]=3[O:42][CH3:43])[N:7]=2)[CH:18]=1. The yield is 0.570. (7) The reactants are Cl[S:2]([N:5]=[C:6]=[O:7])(=[O:4])=[O:3].[CH2:8]([OH:15])[C:9]1[CH:14]=[CH:13][CH:12]=[CH:11][CH:10]=1.[NH2:16][CH2:17][C:18]1[C:26]2[S:25](=[O:28])(=[O:27])[N:24]=[C:23]([C:29]3[C:30](=[O:47])[C@@:31]([CH2:41][CH2:42][C:43]([CH3:46])([CH3:45])[CH3:44])([CH3:40])[C:32]4[C:37]([C:38]=3[OH:39])=[CH:36][CH:35]=[CH:34][CH:33]=4)[NH:22][C:21]=2[S:20][CH:19]=1.C(N(CC)CC)C. The catalyst is ClCCl. The product is [CH3:44][C:43]([CH3:46])([CH3:45])[CH2:42][CH2:41][C@:31]1([CH3:40])[C:32]2[C:37](=[CH:36][CH:35]=[CH:34][CH:33]=2)[C:38]([OH:39])=[C:29]([C:23]2[NH:22][C:21]3[S:20][CH:19]=[C:18]([CH2:17][NH:16][S:2]([NH:5][C:6](=[O:7])[O:15][CH2:8][C:9]4[CH:14]=[CH:13][CH:12]=[CH:11][CH:10]=4)(=[O:4])=[O:3])[C:26]=3[S:25](=[O:28])(=[O:27])[N:24]=2)[C:30]1=[O:47]. The yield is 0.670. (8) No catalyst specified. The yield is 0.466. The product is [NH2:1][C:2]1[C:3]2[N:4]([C:8]([C@@H:26]3[CH2:30][CH2:29][CH2:28][N:27]3[C:36](=[O:37])/[CH:35]=[CH:34]/[CH2:33][N:32]([CH3:39])[CH3:31])=[N:9][C:10]=2[C:11]2[CH:25]=[CH:24][C:14]([C:15]([NH:17][C:18]3[CH:23]=[CH:22][CH:21]=[CH:20][N:19]=3)=[O:16])=[CH:13][CH:12]=2)[CH:5]=[CH:6][N:7]=1. The reactants are [NH2:1][C:2]1[C:3]2[N:4]([C:8]([C@@H:26]3[CH2:30][CH2:29][CH2:28][NH:27]3)=[N:9][C:10]=2[C:11]2[CH:25]=[CH:24][C:14]([C:15]([NH:17][C:18]3[CH:23]=[CH:22][CH:21]=[CH:20][N:19]=3)=[O:16])=[CH:13][CH:12]=2)[CH:5]=[CH:6][N:7]=1.[CH3:31][N:32]([CH3:39])[CH2:33]/[CH:34]=[CH:35]/[C:36](O)=[O:37].